This data is from Forward reaction prediction with 1.9M reactions from USPTO patents (1976-2016). The task is: Predict the product of the given reaction. Given the reactants [C:1]([O:5][CH2:6][CH2:7][CH2:8][CH2:9][CH2:10][CH2:11][O:12][C:13]1[CH:21]=[CH:20][C:16]([C:17]([OH:19])=[O:18])=[CH:15][CH:14]=1)(=[O:4])[CH:2]=[CH2:3].C([N:24]([CH2:27][CH3:28])CC)C.CO[CH2:31][CH2:32][O:33][CH3:34].CS(Cl)(=O)=O.[OH2:40], predict the reaction product. The product is: [C:1]([O:5][CH2:6][CH2:7][CH2:8][CH2:9][CH2:10][CH2:11][O:12][C:13]1[CH:14]=[CH:15][C:16]([C:17]([O:19][C:13]2[CH:21]=[CH:31][C:32]([O:33][C:34](=[O:40])[C:8]3[CH:9]=[CH:10][C:28]([C:27]#[N:24])=[CH:6][CH:7]=3)=[CH:15][CH:14]=2)=[O:18])=[CH:20][CH:21]=1)(=[O:4])[CH:2]=[CH2:3].